Dataset: Full USPTO retrosynthesis dataset with 1.9M reactions from patents (1976-2016). Task: Predict the reactants needed to synthesize the given product. The reactants are: [NH:1]1[CH2:6][CH2:5][O:4][CH:3]([CH2:7][NH:8][C:9]2[CH:14]=[CH:13][C:12]([S:15]([NH2:18])(=[O:17])=[O:16])=[CH:11][C:10]=2[N+:19]([O-:21])=[O:20])[CH2:2]1.[C:22](=O)([O-])[O-].[Na+].[Na+].CI. Given the product [CH3:22][N:1]1[CH2:6][CH2:5][O:4][CH:3]([CH2:7][NH:8][C:9]2[CH:14]=[CH:13][C:12]([S:15]([NH2:18])(=[O:16])=[O:17])=[CH:11][C:10]=2[N+:19]([O-:21])=[O:20])[CH2:2]1, predict the reactants needed to synthesize it.